From a dataset of Catalyst prediction with 721,799 reactions and 888 catalyst types from USPTO. Predict which catalyst facilitates the given reaction. (1) Reactant: [Br:1][C:2]1[CH:7]=[CH:6][C:5]([CH2:8]Br)=[CH:4][C:3]=1[F:10].[C:11]([O-:14])(=[O:13])[CH3:12].[Na+].C(=O)(O)[O-].[Na+]. Product: [C:11]([O:14][CH2:8][C:5]1[CH:6]=[CH:7][C:2]([Br:1])=[C:3]([F:10])[CH:4]=1)(=[O:13])[CH3:12]. The catalyst class is: 3. (2) Reactant: [Br:1][C:2]1[CH:7]=[CH:6][C:5]([O:8][CH3:9])=[C:4]([N+:10]([O-])=O)[CH:3]=1.[N:13]([O-])=O.[Na+].[Sn](Cl)Cl. Product: [Br:1][C:2]1[CH:7]=[CH:6][C:5]([O:8][CH3:9])=[C:4]([NH:10][NH2:13])[CH:3]=1. The catalyst class is: 126. (3) Reactant: [CH2:1]([S:8]([N:11]([CH2:35][C:36]([F:39])([F:38])[F:37])[C@H:12]1[CH2:17][CH2:16][C@H:15]([C:18]([O:27][Si](CC)(CC)CC)([C:23]([F:26])([F:25])[F:24])[C:19]([F:22])([F:21])[F:20])[CH2:14][CH2:13]1)(=[O:10])=[O:9])[C:2]1[CH:7]=[CH:6][CH:5]=[CH:4][CH:3]=1.C[Si]([N-][Si](C)(C)C)(C)C.[Li+].[CH2:50](Br)[C:51]1[CH:56]=[CH:55][CH:54]=[CH:53][CH:52]=1.Cl. Product: [F:39][C:36]([F:37])([F:38])[CH2:35][N:11]([C@H:12]1[CH2:17][CH2:16][C@H:15]([C:18]([OH:27])([C:19]([F:22])([F:20])[F:21])[C:23]([F:24])([F:25])[F:26])[CH2:14][CH2:13]1)[S:8]([CH:1]([C:2]1[CH:3]=[CH:4][CH:5]=[CH:6][CH:7]=1)[CH2:50][C:51]1[CH:56]=[CH:55][CH:54]=[CH:53][CH:52]=1)(=[O:10])=[O:9]. The catalyst class is: 116. (4) Reactant: [Cl:1][C:2]1[C:14]2[C:13]3[C:8](=[CH:9][CH:10]=[CH:11][CH:12]=3)[C@:7]([OH:19])([C:15]([F:18])([F:17])[F:16])[C:6]=2[CH:5]=[C:4]([O:20]CCCC(O)=O)[CH:3]=1.CN1CCCC1=O.Cl.N1C=CC=CC=1. Product: [Cl:1][C:2]1[C:14]2[C:13]3[C:8](=[CH:9][CH:10]=[CH:11][CH:12]=3)[C@@:7]([C:15]([F:17])([F:18])[F:16])([OH:19])[C:6]=2[CH:5]=[C:4]([OH:20])[CH:3]=1. The catalyst class is: 13. (5) Reactant: Cl.[NH2:2][CH2:3][CH2:4][S:5][S:6][CH2:7][CH2:8][NH:9][C:10]([C:12]1[N:13]=[CH:14][C:15]([CH3:19])=[N+:16]([O-:18])[CH:17]=1)=[O:11].[C:20](O)(=[O:42])[CH2:21][CH2:22]/[CH:23]=[CH:24]\[CH2:25]/[CH:26]=[CH:27]\[CH2:28]/[CH:29]=[CH:30]\[CH2:31]/[CH:32]=[CH:33]\[CH2:34]/[CH:35]=[CH:36]\[CH2:37]/[CH:38]=[CH:39]\[CH2:40][CH3:41].CN(C(ON1N=NC2C=CC=NC1=2)=[N+](C)C)C.F[P-](F)(F)(F)(F)F.CCN(C(C)C)C(C)C. Product: [C:20]([NH:2][CH2:3][CH2:4][S:5][S:6][CH2:7][CH2:8][NH:9][C:10]([C:12]1[N:13]=[CH:14][C:15]([CH3:19])=[N+:16]([O-:18])[CH:17]=1)=[O:11])(=[O:42])[CH2:21][CH2:22]/[CH:23]=[CH:24]\[CH2:25]/[CH:26]=[CH:27]\[CH2:28]/[CH:29]=[CH:30]\[CH2:31]/[CH:32]=[CH:33]\[CH2:34]/[CH:35]=[CH:36]\[CH2:37]/[CH:38]=[CH:39]\[CH2:40][CH3:41]. The catalyst class is: 31. (6) Reactant: C[O:2][C:3]([CH:5]1[CH2:10][CH2:9][N:8]([C:11]2[C:16]([Cl:17])=[CH:15][CH:14]=[CH:13][N:12]=2)[CH2:7][CH2:6]1)=[O:4].[OH-].[Na+]. Product: [Cl:17][C:16]1[C:11]([N:8]2[CH2:9][CH2:10][CH:5]([C:3]([OH:4])=[O:2])[CH2:6][CH2:7]2)=[N:12][CH:13]=[CH:14][CH:15]=1. The catalyst class is: 36. (7) Reactant: [CH2:1]([O:8][C@H:9]1[C@H:14]([O:15][CH2:16][C:17]2[CH:22]=[CH:21][CH:20]=[CH:19][CH:18]=2)[C@@H:13]([CH2:23][O:24][CH2:25][C:26]2[CH:31]=[CH:30][CH:29]=[CH:28][CH:27]=2)[CH2:12][C@@H:11](O)[C@@H:10]1[NH:33][C:34]([N:36]1[CH2:40][CH2:39][CH2:38][CH2:37]1)=[S:35])[C:2]1[CH:7]=[CH:6][CH:5]=[CH:4][CH:3]=1.C1(P(C2C=CC=CC=2)C2C=CC=CC=2)C=CC=CC=1.CC(OC(/N=N/C(OC(C)C)=O)=O)C. Product: [CH2:1]([O:8][C@@H:9]1[C@H:10]2[N:33]=[C:34]([N:36]3[CH2:40][CH2:39][CH2:38][CH2:37]3)[S:35][C@H:11]2[CH2:12][C@H:13]([CH2:23][O:24][CH2:25][C:26]2[CH:31]=[CH:30][CH:29]=[CH:28][CH:27]=2)[C@H:14]1[O:15][CH2:16][C:17]1[CH:22]=[CH:21][CH:20]=[CH:19][CH:18]=1)[C:2]1[CH:7]=[CH:6][CH:5]=[CH:4][CH:3]=1. The catalyst class is: 1.